Dataset: Full USPTO retrosynthesis dataset with 1.9M reactions from patents (1976-2016). Task: Predict the reactants needed to synthesize the given product. The reactants are: [CH3:1][O:2][C:3]1[CH:4]=[C:5]([NH:9][CH:10]([C:32]2[CH:37]=[CH:36][CH:35]=[CH:34][CH:33]=2)[C:11]([C:13]2[C:21]3[C:16](=[CH:17][CH:18]=[CH:19][CH:20]=3)[N:15]([CH2:22][CH2:23][NH:24]C(=O)OC(C)(C)C)[CH:14]=2)=[O:12])[CH:6]=[CH:7][CH:8]=1.FC(F)(F)C(O)=O. Given the product [NH2:24][CH2:23][CH2:22][N:15]1[C:16]2[C:21](=[CH:20][CH:19]=[CH:18][CH:17]=2)[C:13]([C:11](=[O:12])[CH:10]([NH:9][C:5]2[CH:6]=[CH:7][CH:8]=[C:3]([O:2][CH3:1])[CH:4]=2)[C:32]2[CH:37]=[CH:36][CH:35]=[CH:34][CH:33]=2)=[CH:14]1, predict the reactants needed to synthesize it.